This data is from NCI-60 drug combinations with 297,098 pairs across 59 cell lines. The task is: Regression. Given two drug SMILES strings and cell line genomic features, predict the synergy score measuring deviation from expected non-interaction effect. (1) Drug 1: CCN(CC)CCNC(=O)C1=C(NC(=C1C)C=C2C3=C(C=CC(=C3)F)NC2=O)C. Drug 2: C1CN1C2=NC(=NC(=N2)N3CC3)N4CC4. Cell line: NCI-H226. Synergy scores: CSS=3.14, Synergy_ZIP=-0.901, Synergy_Bliss=0.157, Synergy_Loewe=-3.00, Synergy_HSA=-2.45. (2) Drug 1: CS(=O)(=O)OCCCCOS(=O)(=O)C. Drug 2: COC1=C2C(=CC3=C1OC=C3)C=CC(=O)O2. Cell line: LOX IMVI. Synergy scores: CSS=9.24, Synergy_ZIP=-2.64, Synergy_Bliss=5.08, Synergy_Loewe=0.249, Synergy_HSA=3.15. (3) Drug 1: CS(=O)(=O)CCNCC1=CC=C(O1)C2=CC3=C(C=C2)N=CN=C3NC4=CC(=C(C=C4)OCC5=CC(=CC=C5)F)Cl. Drug 2: C1C(C(OC1N2C=NC3=C2NC=NCC3O)CO)O. Cell line: UACC62. Synergy scores: CSS=3.87, Synergy_ZIP=-1.01, Synergy_Bliss=0.618, Synergy_Loewe=0.522, Synergy_HSA=0.695. (4) Drug 1: CN(C(=O)NC(C=O)C(C(C(CO)O)O)O)N=O. Drug 2: CC1=C(C(=O)C2=C(C1=O)N3CC4C(C3(C2COC(=O)N)OC)N4)N. Cell line: OVCAR-8. Synergy scores: CSS=20.9, Synergy_ZIP=-5.99, Synergy_Bliss=1.06, Synergy_Loewe=-23.2, Synergy_HSA=0.458. (5) Drug 1: C1=NC(=NC(=O)N1C2C(C(C(O2)CO)O)O)N. Drug 2: CN(C(=O)NC(C=O)C(C(C(CO)O)O)O)N=O. Cell line: SK-MEL-5. Synergy scores: CSS=10.7, Synergy_ZIP=-0.828, Synergy_Bliss=4.94, Synergy_Loewe=-6.20, Synergy_HSA=0.125. (6) Drug 1: CN1C(=O)N2C=NC(=C2N=N1)C(=O)N. Drug 2: C1=NC(=NC(=O)N1C2C(C(C(O2)CO)O)O)N. Cell line: SF-268. Synergy scores: CSS=8.63, Synergy_ZIP=-3.51, Synergy_Bliss=-1.83, Synergy_Loewe=-28.0, Synergy_HSA=-6.35. (7) Drug 1: C1=CC(=CC=C1CC(C(=O)O)N)N(CCCl)CCCl.Cl. Drug 2: CCC1=C2CN3C(=CC4=C(C3=O)COC(=O)C4(CC)O)C2=NC5=C1C=C(C=C5)O. Cell line: OVCAR-4. Synergy scores: CSS=9.73, Synergy_ZIP=-0.495, Synergy_Bliss=5.47, Synergy_Loewe=-6.65, Synergy_HSA=1.73. (8) Drug 1: CC1=C(C(=CC=C1)Cl)NC(=O)C2=CN=C(S2)NC3=CC(=NC(=N3)C)N4CCN(CC4)CCO. Drug 2: CC1C(C(CC(O1)OC2CC(CC3=C2C(=C4C(=C3O)C(=O)C5=C(C4=O)C(=CC=C5)OC)O)(C(=O)CO)O)N)O.Cl. Cell line: OVCAR-5. Synergy scores: CSS=31.5, Synergy_ZIP=-0.395, Synergy_Bliss=6.80, Synergy_Loewe=5.48, Synergy_HSA=7.27. (9) Drug 1: CC1=C(C=C(C=C1)NC(=O)C2=CC=C(C=C2)CN3CCN(CC3)C)NC4=NC=CC(=N4)C5=CN=CC=C5. Drug 2: C1C(C(OC1N2C=NC(=NC2=O)N)CO)O. Cell line: T-47D. Synergy scores: CSS=5.87, Synergy_ZIP=-2.67, Synergy_Bliss=-0.844, Synergy_Loewe=-5.53, Synergy_HSA=-4.70.